Predict which catalyst facilitates the given reaction. From a dataset of Catalyst prediction with 721,799 reactions and 888 catalyst types from USPTO. (1) Reactant: [NH2:1][CH:2]1[CH2:7][CH2:6][N:5]([C:8]([O:10][C:11]([CH3:14])([CH3:13])[CH3:12])=[O:9])[CH2:4][CH2:3]1.Cl[C:16]([O:18][C:19]1[CH:24]=[CH:23][CH:22]=[CH:21][CH:20]=1)=[O:17].N1C=CC=CC=1. Product: [O:18]([C:16]([NH:1][CH:2]1[CH2:3][CH2:4][N:5]([C:8]([O:10][C:11]([CH3:14])([CH3:13])[CH3:12])=[O:9])[CH2:6][CH2:7]1)=[O:17])[C:19]1[CH:24]=[CH:23][CH:22]=[CH:21][CH:20]=1. The catalyst class is: 81. (2) Reactant: [NH2:1][C:2]1[C:7]([NH2:8])=[C:6]([C:9]2[CH:14]=[CH:13][C:12]([CH2:15][NH:16][C:17](=[O:23])[O:18][C:19]([CH3:22])([CH3:21])[CH3:20])=[C:11]([F:24])[CH:10]=2)[CH:5]=[CH:4][N:3]=1.[OH:25][C@@H:26]1[C@@H:31]([OH:32])[CH2:30][CH2:29][N:28]([C:33]2[CH:34]=[CH:35][C:36]([CH:39]=O)=[N:37][CH:38]=2)[CH2:27]1. Product: [OH:25][C@@H:26]1[C@@H:31]([OH:32])[CH2:30][CH2:29][N:28]([C:33]2[CH:34]=[CH:35][C:36]([C:39]3[NH:1][C:2]4=[N:3][CH:4]=[CH:5][C:6]([C:9]5[CH:14]=[CH:13][C:12]([CH2:15][NH:16][C:17](=[O:23])[O:18][C:19]([CH3:20])([CH3:21])[CH3:22])=[C:11]([F:24])[CH:10]=5)=[C:7]4[N:8]=3)=[N:37][CH:38]=2)[CH2:27]1. The catalyst class is: 9.